From a dataset of HIV replication inhibition screening data with 41,000+ compounds from the AIDS Antiviral Screen. Binary Classification. Given a drug SMILES string, predict its activity (active/inactive) in a high-throughput screening assay against a specified biological target. (1) The result is 0 (inactive). The molecule is CCC1C(=O)OCc2ccccc21. (2) The compound is Cc1ccn2[n+]1CC(O)C2. The result is 0 (inactive). (3) The drug is CCCCCCCCCCCCCCCC(=O)OC1C(O)C(O)C(O)C(O)C12CO2. The result is 0 (inactive). (4) The drug is NC1=NS(=O)(O)=NC(N)=C1N=Nc1ccc([N+](=O)[O-])cc1. The result is 0 (inactive). (5) The molecule is Cc1c(C(=O)O)cc2n(c1=O)Cc1cc3ccccc3nc1-2. The result is 0 (inactive).